This data is from Peptide-MHC class I binding affinity with 185,985 pairs from IEDB/IMGT. The task is: Regression. Given a peptide amino acid sequence and an MHC pseudo amino acid sequence, predict their binding affinity value. This is MHC class I binding data. (1) The peptide sequence is MIKIALSVA. The MHC is HLA-A32:01 with pseudo-sequence HLA-A32:01. The binding affinity (normalized) is 0.219. (2) The peptide sequence is TAVPWNASW. The MHC is HLA-A02:02 with pseudo-sequence HLA-A02:02. The binding affinity (normalized) is 0. (3) The peptide sequence is LMANLAPHLL. The MHC is HLA-A02:02 with pseudo-sequence HLA-A02:02. The binding affinity (normalized) is 1.00. (4) The peptide sequence is RVYKNYDPR. The MHC is HLA-A26:02 with pseudo-sequence HLA-A26:02. The binding affinity (normalized) is 0.0847. (5) The peptide sequence is ITVLTSVDI. The MHC is HLA-A02:03 with pseudo-sequence HLA-A02:03. The binding affinity (normalized) is 0.139. (6) The peptide sequence is FAMRLLQAV. The MHC is HLA-C05:01 with pseudo-sequence HLA-C05:01. The binding affinity (normalized) is 0.255.